Dataset: Catalyst prediction with 721,799 reactions and 888 catalyst types from USPTO. Task: Predict which catalyst facilitates the given reaction. (1) Reactant: [N:1]#[C:2][NH2:3].[H-].[Na+].[N:6]1[CH:11]=[CH:10][CH:9]=[C:8]([N:12]=[C:13]=[S:14])[CH:7]=1. Product: [C:2]([NH:3][C:13]([NH:12][C:8]1[CH:7]=[N:6][CH:11]=[CH:10][CH:9]=1)=[S:14])#[N:1]. The catalyst class is: 1. (2) Reactant: [Cl:1][C:2]1[CH:3]=[CH:4][C:5]2[N:11](CC3C=CC(OC)=CC=3OC)[C:10](=[O:23])[CH:9]([CH2:24][N:25]3[N:29]=[N:28][C:27]([CH2:30][CH2:31][C:32]([O:34][CH2:35][CH3:36])=[O:33])=[N:26]3)[CH2:8][CH:7]([C:37]3[CH:42]=[CH:41][CH:40]=[C:39]([O:43][CH3:44])[C:38]=3[O:45][CH3:46])[C:6]=2[CH:47]=1.[N+]([O-])(O)=O.[N+]([O-])(O)=O.[N+]([O-])(O)=O.[N+]([O-])(O)=O.[N+]([O-])(O)=O.[N+]([O-])(O)=O.[Ce].C(=O)(O)[O-].[Na+].C(OCC)(=O)C. Product: [Cl:1][C:2]1[CH:3]=[CH:4][C:5]2[NH:11][C:10](=[O:23])[CH:9]([CH2:24][N:25]3[N:29]=[N:28][C:27]([CH2:30][CH2:31][C:32]([O:34][CH2:35][CH3:36])=[O:33])=[N:26]3)[CH2:8][CH:7]([C:37]3[CH:42]=[CH:41][CH:40]=[C:39]([O:43][CH3:44])[C:38]=3[O:45][CH3:46])[C:6]=2[CH:47]=1. The catalyst class is: 21. (3) Reactant: [NH2:1][C:2]1[C:11]2[CH:10]=[N:9][C:8](SC)=[N:7][C:6]=2[N:5]([CH3:14])[C:4](=[O:15])[CH:3]=1.ClC1C=C(C=CC=1)C(OO)=O.Cl.[F:28][C:29]1([F:36])[CH2:34][CH2:33][CH:32]([NH2:35])[CH2:31][CH2:30]1. Product: [NH2:1][C:2]1[C:11]2[CH:10]=[N:9][C:8]([NH:35][CH:32]3[CH2:33][CH2:34][C:29]([F:36])([F:28])[CH2:30][CH2:31]3)=[N:7][C:6]=2[N:5]([CH3:14])[C:4](=[O:15])[CH:3]=1. The catalyst class is: 2.